Dataset: Full USPTO retrosynthesis dataset with 1.9M reactions from patents (1976-2016). Task: Predict the reactants needed to synthesize the given product. (1) Given the product [CH3:32][C:27]1[C:26]([C:13]2[C:14]3[O:19][CH2:18][C@H:17]([C:20]4[CH:25]=[CH:24][CH:23]=[CH:22][N:21]=4)[N:16]4[C:8]([N:1]5[CH2:7][CH2:6][CH2:5][N:4]([S:33]([NH2:36])(=[O:35])=[O:34])[CH2:3][CH2:2]5)=[N:9][C:10]([C:15]=34)=[CH:11][CH:12]=2)=[C:30]([CH3:31])[O:29][N:28]=1, predict the reactants needed to synthesize it. The reactants are: [N:1]1([C:8]2[N:16]3[C@@H:17]([C:20]4[CH:25]=[CH:24][CH:23]=[CH:22][N:21]=4)[CH2:18][O:19][C:14]4=[C:15]3[C:10](=[CH:11][CH:12]=[C:13]4[C:26]3[C:27]([CH3:32])=[N:28][O:29][C:30]=3[CH3:31])[N:9]=2)[CH2:7][CH2:6][CH2:5][NH:4][CH2:3][CH2:2]1.[S:33](N)([NH2:36])(=[O:35])=[O:34]. (2) Given the product [CH3:24][N:23]([CH3:25])[C:20]1[N:21]=[CH:22][C:17]2[CH2:16][N:15]([CH:12]3[CH2:13][CH2:14][CH:9]([N:8]([CH3:1])[C:37](=[O:38])[O:39][C:40]([CH3:41])([CH3:42])[CH3:43])[CH2:10][CH2:11]3)[CH2:27][CH2:26][C:18]=2[N:19]=1, predict the reactants needed to synthesize it. The reactants are: [CH2:1]([N:8](C)[CH:9]1[CH2:14][CH2:13][CH:12]([N:15]2[CH2:27][CH2:26][C:18]3[N:19]=[C:20]([N:23]([CH3:25])[CH3:24])[N:21]=[CH:22][C:17]=3[CH2:16]2)[CH2:11][CH2:10]1)C1C=CC=CC=1.[CH3:41][C:40]([O:39][C:37](O[C:37]([O:39][C:40]([CH3:43])([CH3:42])[CH3:41])=[O:38])=[O:38])([CH3:43])[CH3:42]. (3) The reactants are: [CH3:1][C:2]1[CH:7]=[CH:6][N:5]=[CH:4][C:3]=1[N:8]1[CH2:12][CH2:11][NH:10][C:9]1=[O:13].Br[C:15]1[CH:16]=[C:17]2[C:22](=[CH:23][CH:24]=1)[N:21]([CH2:25][CH3:26])[C:20](=[O:27])[CH:19]=[C:18]2[CH3:28].N[C@@H]1CCCC[C@H]1N.C(=O)([O-])[O-].[K+].[K+]. Given the product [CH2:25]([N:21]1[C:22]2[C:17](=[CH:16][C:15]([N:10]3[CH2:11][CH2:12][N:8]([C:3]4[CH:4]=[N:5][CH:6]=[CH:7][C:2]=4[CH3:1])[C:9]3=[O:13])=[CH:24][CH:23]=2)[C:18]([CH3:28])=[CH:19][C:20]1=[O:27])[CH3:26], predict the reactants needed to synthesize it. (4) Given the product [CH3:24][C:21]([CH3:22])([CH3:23])[CH2:20][C@@H:19]1[NH:18][C:1](=[O:3])[C@H:29]([CH2:30][CH:31]([CH3:33])[CH3:32])[NH:28][CH2:25]1, predict the reactants needed to synthesize it. The reactants are: [C:1]([NH:18][C@H:19]([C:25](O)=O)[CH2:20][C:21]([CH3:24])([CH3:23])[CH3:22])([O:3]CC1C2C(=CC=CC=2)C2C1=CC=CC=2)=O.[NH2:28][C@H:29](C(O)=O)[CH2:30][CH:31]([CH3:33])[CH3:32].